Dataset: Full USPTO retrosynthesis dataset with 1.9M reactions from patents (1976-2016). Task: Predict the reactants needed to synthesize the given product. (1) Given the product [Br:39][C:33]1[C:32]2[C:36](=[CH:37][CH:38]=[C:30]([NH:29][C:11]3[C:20]4[C:15](=[CH:16][CH:17]=[CH:18][C:19]=4[O:21][CH:22]4[CH2:27][CH2:26][N:25]([CH3:28])[CH2:24][CH2:23]4)[N:14]=[CH:13][N:12]=3)[CH:31]=2)[NH:35][N:34]=1, predict the reactants needed to synthesize it. The reactants are: C(N(C(C)C)CC)(C)C.Cl[C:11]1[C:20]2[C:15](=[CH:16][CH:17]=[CH:18][C:19]=2[O:21][CH:22]2[CH2:27][CH2:26][N:25]([CH3:28])[CH2:24][CH2:23]2)[N:14]=[CH:13][N:12]=1.[NH2:29][C:30]1[CH:31]=[C:32]2[C:36](=[CH:37][CH:38]=1)[NH:35][N:34]=[C:33]2[Br:39]. (2) The reactants are: [Br:1][C:2]1[CH:15]=[CH:14][C:5]2[N:6]=[C:7]([CH2:9][C:10]([NH:12][NH2:13])=[O:11])[S:8][C:4]=2[CH:3]=1.C1N=CN([C:21](N2C=NC=C2)=[O:22])C=1. Given the product [Br:1][C:2]1[CH:15]=[CH:14][C:5]2[N:6]=[C:7]([CH2:9][C:10]3[O:11][C:21]([OH:22])=[N:13][N:12]=3)[S:8][C:4]=2[CH:3]=1, predict the reactants needed to synthesize it. (3) Given the product [C:25]([NH:29][S:30]([C:33]1[CH:34]=[CH:35][CH:36]=[C:37]([C:2]2[N:7]=[C:6]([C:8]3[CH:13]=[C:12]([CH3:14])[CH:11]=[C:10]([C:15]4[CH:20]=[CH:19][C:18]([C:21]([F:24])([F:23])[F:22])=[CH:17][CH:16]=4)[N:9]=3)[CH:5]=[CH:4][N:3]=2)[CH:38]=1)(=[O:32])=[O:31])([CH3:28])([CH3:26])[CH3:27], predict the reactants needed to synthesize it. The reactants are: Cl[C:2]1[N:7]=[C:6]([C:8]2[CH:13]=[C:12]([CH3:14])[CH:11]=[C:10]([C:15]3[CH:20]=[CH:19][C:18]([C:21]([F:24])([F:23])[F:22])=[CH:17][CH:16]=3)[N:9]=2)[CH:5]=[CH:4][N:3]=1.[C:25]([NH:29][S:30]([C:33]1[CH:34]=[C:35](B(O)O)[CH:36]=[CH:37][CH:38]=1)(=[O:32])=[O:31])([CH3:28])([CH3:27])[CH3:26].